Predict the product of the given reaction. From a dataset of Forward reaction prediction with 1.9M reactions from USPTO patents (1976-2016). (1) Given the reactants [CH:1]1([C:7]2[CH:31]=[CH:30][C:10]([C:11]([N:13]3[C:19]4[CH:20]=[CH:21][CH:22]=[CH:23][C:18]=4[CH2:17][N:16]4[C:24]([C:27](=[O:29])[CH3:28])=[CH:25][CH:26]=[C:15]4[CH2:14]3)=[O:12])=[CH:9][CH:8]=2)[CH2:6][CH2:5][CH2:4][CH2:3][CH2:2]1.C(O[CH:37](N(C)C)[N:38]([CH3:40])[CH3:39])(C)(C)C, predict the reaction product. The product is: [CH:1]1([C:7]2[CH:31]=[CH:30][C:10]([C:11]([N:13]3[C:19]4[CH:20]=[CH:21][CH:22]=[CH:23][C:18]=4[CH2:17][N:16]4[C:24]([C:27](=[O:29])/[CH:28]=[CH:37]/[N:38]([CH3:40])[CH3:39])=[CH:25][CH:26]=[C:15]4[CH2:14]3)=[O:12])=[CH:9][CH:8]=2)[CH2:2][CH2:3][CH2:4][CH2:5][CH2:6]1. (2) Given the reactants [Br-].[N+:2]([C:5]1[CH:10]=[CH:9][C:8]([C:11](=[O:38])[CH2:12][N+:13]23[CH2:20][CH2:19][CH:16]([CH2:17][CH2:18]2)[C@@H:15]([O:21][C:22](=[O:37])[C@@H:23]([C:31]2[CH:36]=[CH:35][CH:34]=[CH:33][CH:32]=2)[NH:24][C:25]2[CH:30]=[CH:29][CH:28]=[CH:27][CH:26]=2)[CH2:14]3)=[CH:7][CH:6]=1)([O-])=O, predict the reaction product. The product is: [CH:22]([O-:37])=[O:21].[NH2:2][C:5]1[CH:10]=[CH:9][C:8]([C:11](=[O:38])[CH2:12][N+:13]23[CH2:18][CH2:17][CH:16]([CH2:19][CH2:20]2)[C@@H:15]([O:21][C:22](=[O:37])[C@@H:23]([C:31]2[CH:32]=[CH:33][CH:34]=[CH:35][CH:36]=2)[NH:24][C:25]2[CH:26]=[CH:27][CH:28]=[CH:29][CH:30]=2)[CH2:14]3)=[CH:7][CH:6]=1. (3) Given the reactants [NH2:1][C:2]1[S:3][C:4]([C:10]2[CH:15]=[CH:14][C:13]([C:16]([OH:19])([CH3:18])[CH3:17])=[CH:12][C:11]=2[F:20])=[CH:5][C:6]=1[C:7]([NH2:9])=[O:8].Cl[C:22]1[CH:27]=[CH:26][C:25]([C:28]2[O:29][C:30]([CH3:33])=[N:31][N:32]=2)=[CH:24][N:23]=1, predict the reaction product. The product is: [F:20][C:11]1[CH:12]=[C:13]([C:16]([OH:19])([CH3:17])[CH3:18])[CH:14]=[CH:15][C:10]=1[C:4]1[S:3][C:2]([NH:1][C:22]2[CH:27]=[CH:26][C:25]([C:28]3[O:29][C:30]([CH3:33])=[N:31][N:32]=3)=[CH:24][N:23]=2)=[C:6]([C:7]([NH2:9])=[O:8])[CH:5]=1. (4) Given the reactants [Cl:1][C:2]1[C:3]([C:9]([OH:11])=[O:10])=[N:4][C:5](Cl)=[CH:6][CH:7]=1.[CH3:12][O-:13].[Na+], predict the reaction product. The product is: [Cl:1][C:2]1[C:3]([C:9]([OH:11])=[O:10])=[N:4][C:5]([O:13][CH3:12])=[CH:6][CH:7]=1.